From a dataset of Forward reaction prediction with 1.9M reactions from USPTO patents (1976-2016). Predict the product of the given reaction. (1) Given the reactants [NH2:1][CH2:2][CH2:3][CH2:4][CH2:5][C@H:6]([NH:17][C:18](=[O:33])[C:19]1[CH:24]=[CH:23][C:22]([C:25]([N:27]2[CH2:31][CH2:30][CH2:29][CH2:28]2)=[O:26])=[C:21]([CH3:32])[CH:20]=1)[C:7]1[NH:11][C:10]2[CH:12]=[CH:13][C:14]([Cl:16])=[CH:15][C:9]=2[N:8]=1.[C:34](Cl)(=[O:36])[CH3:35].C(N(CC)CC)C.ClCl, predict the reaction product. The product is: [C:34]([NH:1][CH2:2][CH2:3][CH2:4][CH2:5][C@H:6]([NH:17][C:18](=[O:33])[C:19]1[CH:24]=[CH:23][C:22]([C:25]([N:27]2[CH2:28][CH2:29][CH2:30][CH2:31]2)=[O:26])=[C:21]([CH3:32])[CH:20]=1)[C:7]1[NH:11][C:10]2[CH:12]=[CH:13][C:14]([Cl:16])=[CH:15][C:9]=2[N:8]=1)(=[O:36])[CH3:35]. (2) Given the reactants [Cl:1][C:2]1[CH:10]=[CH:9][C:8]([C:11]2[N:12]([C:22]([O:24][C:25]([CH3:28])([CH3:27])[CH3:26])=[O:23])[C:13]3[C:18]([CH:19]=2)=[CH:17][C:16]([CH:20]=O)=[CH:15][CH:14]=3)=[C:7]2[C:3]=1[CH2:4][NH:5][C:6]2=[O:29].[NH2:30][CH:31]([CH3:34])[CH2:32][OH:33].C(O[BH-](OC(=O)C)OC(=O)C)(=O)C.[Na+], predict the reaction product. The product is: [Cl:1][C:2]1[CH:10]=[CH:9][C:8]([C:11]2[N:12]([C:22]([O:24][C:25]([CH3:27])([CH3:28])[CH3:26])=[O:23])[C:13]3[C:18]([CH:19]=2)=[CH:17][C:16]([CH2:20][NH:30][CH:31]([CH3:34])[CH2:32][OH:33])=[CH:15][CH:14]=3)=[C:7]2[C:3]=1[CH2:4][NH:5][C:6]2=[O:29]. (3) Given the reactants [CH3:1][C@@H:2]([NH:24]C(=O)OC(C)(C)C)[CH2:3][C:4]1[C:12]2[C:7](=[C:8]([O:13][C@@H:14]([CH3:23])[C:15]([N:17]3[CH2:22][CH2:21][O:20][CH2:19][CH2:18]3)=[O:16])[CH:9]=[CH:10][CH:11]=2)[NH:6][CH:5]=1.C(O)(=O)C(O)=O, predict the reaction product. The product is: [CH3:1][C@@H:2]([NH2:24])[CH2:3][C:4]1[C:12]2[C:7](=[C:8]([O:13][C@@H:14]([CH3:23])[C:15]([N:17]3[CH2:22][CH2:21][O:20][CH2:19][CH2:18]3)=[O:16])[CH:9]=[CH:10][CH:11]=2)[NH:6][CH:5]=1. (4) Given the reactants [OH:1][C:2]1[CH:7]=[C:6]([OH:8])[CH:5]=[CH:4][C:3]=1[C:9]1[S:10][CH2:11][CH:12]([C:14]([OH:16])=[O:15])[N:13]=1, predict the reaction product. The product is: [OH:1][C:2]1[CH:7]=[C:6]([OH:8])[CH:5]=[CH:4][C:3]=1[C:9]1[S:10][CH:11]=[C:12]([C:14]([OH:16])=[O:15])[N:13]=1. (5) Given the reactants [CH3:1][O:2][CH2:3][CH2:4][N:5]1C(=S)[N:8]=[N:7][NH:6]1.S([O:16][CH3:17])(OC)(=O)=O.[OH-].[K+].Cl.[CH2:21](Cl)Cl, predict the reaction product. The product is: [CH3:1][O:2][CH2:3][CH2:4][N+:5]1[C:17]([O-:16])=[N:8][N:7]([CH3:21])[N:6]=1. (6) The product is: [CH3:1][N:2]([C:9]([C:5]1[O:4][CH:8]=[CH:7][CH:6]=1)=[O:10])[NH2:3]. Given the reactants [CH3:1][NH:2][NH2:3].[O:4]1[CH:8]=[CH:7][CH:6]=[C:5]1[C:9](Cl)=[O:10], predict the reaction product. (7) Given the reactants [NH2:1][C@H:2]1[CH2:6][CH2:5][N:4]([C@H:7]2[CH2:12][CH2:11][C@@H:10]([O:13][CH:14]([CH3:16])[CH3:15])[CH2:9][C@H:8]2[CH2:17][S:18]([CH:21]([CH3:23])[CH3:22])(=[O:20])=[O:19])[C:3]1=[O:24].C(N(CC)CC)C.Cl[C:33]1[C:42]2[C:37](=[CH:38][CH:39]=[C:40]([C:43]([F:46])([F:45])[F:44])[CH:41]=2)[N:36]=[CH:35][N:34]=1, predict the reaction product. The product is: [CH:14]([O:13][C@@H:10]1[CH2:11][CH2:12][C@H:7]([N:4]2[CH2:5][CH2:6][C@H:2]([NH:1][C:33]3[C:42]4[C:37](=[CH:38][CH:39]=[C:40]([C:43]([F:45])([F:46])[F:44])[CH:41]=4)[N:36]=[CH:35][N:34]=3)[C:3]2=[O:24])[C@H:8]([CH2:17][S:18]([CH:21]([CH3:23])[CH3:22])(=[O:20])=[O:19])[CH2:9]1)([CH3:16])[CH3:15]. (8) The product is: [CH3:1][CH:2]1[CH2:7][CH2:6][C:5]2[N:18]([C:19]3[CH:27]=[CH:26][C:22]([C:23]([OH:25])=[O:24])=[CH:21][CH:20]=3)[C:10]([C:11]3[CH:16]=[CH:15][CH:14]=[CH:13][CH:12]=3)=[CH:9][C:4]=2[CH2:3]1. Given the reactants [CH3:1][CH:2]1[CH2:7][CH2:6][C:5](=O)[CH:4]([CH2:9][C:10](=O)[C:11]2[CH:16]=[CH:15][CH:14]=[CH:13][CH:12]=2)[CH2:3]1.[NH2:18][C:19]1[CH:27]=[CH:26][C:22]([C:23]([OH:25])=[O:24])=[CH:21][CH:20]=1, predict the reaction product.